This data is from Catalyst prediction with 721,799 reactions and 888 catalyst types from USPTO. The task is: Predict which catalyst facilitates the given reaction. Reactant: I[C:2]1[CH:29]=[N:28][C:5]2[N:6]([C:11]([NH:13][CH:14]([C:17]3[CH:22]=[CH:21][C:20]([O:23][C:24]([F:27])([F:26])[F:25])=[CH:19][CH:18]=3)[CH2:15][CH3:16])=[O:12])[CH2:7][C:8](=[O:10])[NH:9][C:4]=2[CH:3]=1.[CH:30](B1OC(C)(C)C(C)(C)O1)=[CH2:31].C(=O)([O-])[O-].[Na+].[Na+]. Product: [O:10]=[C:8]1[CH2:7][N:6]([C:11]([NH:13][CH:14]([C:17]2[CH:22]=[CH:21][C:20]([O:23][C:24]([F:27])([F:26])[F:25])=[CH:19][CH:18]=2)[CH2:15][CH3:16])=[O:12])[C:5]2[N:28]=[CH:29][C:2]([CH:30]=[CH2:31])=[CH:3][C:4]=2[NH:9]1. The catalyst class is: 57.